Dataset: NCI-60 drug combinations with 297,098 pairs across 59 cell lines. Task: Regression. Given two drug SMILES strings and cell line genomic features, predict the synergy score measuring deviation from expected non-interaction effect. (1) Drug 1: COC1=C(C=C2C(=C1)N=CN=C2NC3=CC(=C(C=C3)F)Cl)OCCCN4CCOCC4. Drug 2: C1CN1P(=S)(N2CC2)N3CC3. Cell line: PC-3. Synergy scores: CSS=31.0, Synergy_ZIP=-6.38, Synergy_Bliss=3.14, Synergy_Loewe=6.17, Synergy_HSA=6.73. (2) Synergy scores: CSS=5.43, Synergy_ZIP=0.239, Synergy_Bliss=4.88, Synergy_Loewe=-1.18, Synergy_HSA=-0.182. Drug 2: C1C(C(OC1N2C=NC3=C2NC=NCC3O)CO)O. Drug 1: CS(=O)(=O)OCCCCOS(=O)(=O)C. Cell line: U251. (3) Drug 1: CC1C(C(CC(O1)OC2CC(CC3=C2C(=C4C(=C3O)C(=O)C5=C(C4=O)C(=CC=C5)OC)O)(C(=O)CO)O)N)O.Cl. Drug 2: C1CC(=O)NC(=O)C1N2CC3=C(C2=O)C=CC=C3N. Cell line: OVCAR-8. Synergy scores: CSS=2.20, Synergy_ZIP=-0.103, Synergy_Bliss=-0.0884, Synergy_Loewe=-0.167, Synergy_HSA=-1.02. (4) Drug 1: CS(=O)(=O)C1=CC(=C(C=C1)C(=O)NC2=CC(=C(C=C2)Cl)C3=CC=CC=N3)Cl. Drug 2: C1=CN(C=N1)CC(O)(P(=O)(O)O)P(=O)(O)O. Cell line: MALME-3M. Synergy scores: CSS=8.26, Synergy_ZIP=-0.871, Synergy_Bliss=5.31, Synergy_Loewe=3.40, Synergy_HSA=3.81. (5) Drug 1: C1C(C(OC1N2C=C(C(=O)NC2=O)F)CO)O. Drug 2: N.N.Cl[Pt+2]Cl. Cell line: SR. Synergy scores: CSS=47.3, Synergy_ZIP=-5.73, Synergy_Bliss=-4.91, Synergy_Loewe=-3.41, Synergy_HSA=-2.99. (6) Drug 1: CCC1=C2CN3C(=CC4=C(C3=O)COC(=O)C4(CC)O)C2=NC5=C1C=C(C=C5)O. Drug 2: CN(CC1=CN=C2C(=N1)C(=NC(=N2)N)N)C3=CC=C(C=C3)C(=O)NC(CCC(=O)O)C(=O)O. Cell line: SN12C. Synergy scores: CSS=25.1, Synergy_ZIP=-10.8, Synergy_Bliss=-5.30, Synergy_Loewe=-6.18, Synergy_HSA=-0.770.